From a dataset of Catalyst prediction with 721,799 reactions and 888 catalyst types from USPTO. Predict which catalyst facilitates the given reaction. (1) Reactant: S(Cl)(Cl)=[O:2].[OH:5][C:6]1[CH:13]=[CH:12][C:9]([CH:10]=[O:11])=[CH:8][CH:7]=1.[N:14]1[CH:19]=[CH:18][CH:17]=[CH:16][CH:15]=1.[C:20]([OH:26])(=[O:25])[CH2:21][C:22](O)=O.N1CCCC1.[C:32]1(C)[CH:37]=[CH:36][CH:35]=[CH:34][CH:33]=1. Product: [C:19]([CH2:18][CH2:17][CH2:16][CH2:15][O:5][C:6]1[CH:13]=[CH:12][C:9]([C:10]([O:2][C:32]2[CH:37]=[CH:36][C:35](/[CH:22]=[CH:21]/[C:20]([OH:26])=[O:25])=[CH:34][CH:33]=2)=[O:11])=[CH:8][CH:7]=1)#[N:14]. The catalyst class is: 475. (2) Reactant: C[N:2](C)[CH:3]=[C:4]([C:7]1[CH:12]=[CH:11][CH:10]=[C:9]([C:13]([F:16])([F:15])[F:14])[CH:8]=1)[C:5]#[N:6].O.[NH2:19]N.C(O)(=O)C. Product: [F:14][C:13]([F:16])([F:15])[C:9]1[CH:8]=[C:7]([C:4]2[CH:3]=[N:2][NH:6][C:5]=2[NH2:19])[CH:12]=[CH:11][CH:10]=1. The catalyst class is: 8. (3) Reactant: F[C:2]1[S:6][C:5]2[CH:7]=[C:8]([F:11])[CH:9]=[CH:10][C:4]=2[C:3]=1[N:12]1[CH2:17][CH2:16][NH:15][CH2:14][CH2:13]1.Br[CH2:19][CH2:20][CH2:21][CH2:22][C:23]1[CH:33]=[CH:32][CH:31]=[C:25]2[C:26]([NH:28][C:29](=[O:30])[C:24]=12)=[O:27].C(N(CC)CC)C.C(#N)C. Product: [F:11][C:8]1[CH:9]=[CH:10][C:4]2[C:3]([N:12]3[CH2:17][CH2:16][N:15]([CH2:19][CH2:20][CH2:21][CH2:22][C:23]4[CH:33]=[CH:32][CH:31]=[C:25]5[C:24]=4[C:29](=[O:30])[NH:28][C:26]5=[O:27])[CH2:14][CH2:13]3)=[CH:2][S:6][C:5]=2[CH:7]=1. The catalyst class is: 4. (4) Reactant: O[C:2]1([C:8]#[C:9][C:10]2[CH:29]=[CH:28][C:13]3[N:14]=[C:15]([C:20]4[CH:21]=[C:22]([CH:25]=[CH:26][CH:27]=4)[C:23]#[N:24])[CH2:16][C:17](=[O:19])[NH:18][C:12]=3[CH:11]=2)[CH2:7][CH2:6][O:5][CH2:4][CH2:3]1.IC1C=C(C2CC(=O)NC3C=C(C#CC4C=CC=CC=4)C=CC=3N=2)C=CC=1.C(C1(O)CCOCC1)#C.C(O)(C(F)(F)F)=O. Product: [O:5]1[CH2:4][CH:3]=[C:2]([C:8]#[C:9][C:10]2[CH:29]=[CH:28][C:13]3[N:14]=[C:15]([C:20]4[CH:21]=[C:22]([CH:25]=[CH:26][CH:27]=4)[C:23]#[N:24])[CH2:16][C:17](=[O:19])[NH:18][C:12]=3[CH:11]=2)[CH2:7][CH2:6]1. The catalyst class is: 2.